This data is from Full USPTO retrosynthesis dataset with 1.9M reactions from patents (1976-2016). The task is: Predict the reactants needed to synthesize the given product. (1) Given the product [Cl:19][C:15]1[CH:14]=[C:13]2[C:18](=[CH:17][CH:16]=1)[N:10]([C:9]1[N:8]([CH3:20])[N:7]=[C:6]([CH3:21])[C:5]=1[CH2:4][CH2:3][O:2][NH:1][C:28]([NH:27][CH2:22][CH2:23][CH2:24][CH2:25][CH3:26])=[O:29])[CH:11]=[CH:12]2, predict the reactants needed to synthesize it. The reactants are: [NH2:1][O:2][CH2:3][CH2:4][C:5]1[C:6]([CH3:21])=[N:7][N:8]([CH3:20])[C:9]=1[N:10]1[C:18]2[C:13](=[CH:14][C:15]([Cl:19])=[CH:16][CH:17]=2)[CH:12]=[CH:11]1.[CH2:22]([N:27]=[C:28]=[O:29])[CH2:23][CH2:24][CH2:25][CH3:26]. (2) Given the product [Cl:1][C:2]1[C:10]2[N:9]=[C:8]([N:11]([C:12]3[CH:17]=[N:16][C:15]([N:18]([CH3:19])[CH3:20])=[CH:14][C:13]=3[CH3:21])[C:37](=[O:43])[O:38][C:39]([CH3:42])([CH3:41])[CH3:40])[N:7]([CH2:22][CH:23]=[CH2:24])[C:6]=2[C:5]([CH:25]([CH2:26][CH3:27])[CH2:28][CH3:29])=[CH:4][CH:3]=1, predict the reactants needed to synthesize it. The reactants are: [Cl:1][C:2]1[C:10]2[N:9]=[C:8]([NH:11][C:12]3[C:13]([CH3:21])=[CH:14][C:15]([N:18]([CH3:20])[CH3:19])=[N:16][CH:17]=3)[N:7]([CH2:22][CH:23]=[CH2:24])[C:6]=2[C:5]([CH:25]([CH2:28][CH3:29])[CH2:26][CH3:27])=[CH:4][CH:3]=1.C(N(CC)CC)C.[C:37](O[C:37]([O:38][C:39]([CH3:42])([CH3:41])[CH3:40])=[O:43])(=[O:43])[O:38][C:39]([CH3:42])([CH3:41])[CH3:40]. (3) Given the product [Br:1][C:2]1[CH:3]=[N:4][C:5]2[N:6]([N:8]=[C:9]([C:11]([N:26]3[CH2:25][CH2:24][C:23]4[C:28](=[C:19]([C:16]5[CH:17]=[CH:18][O:14][CH:15]=5)[CH:20]=[CH:21][CH:22]=4)[CH:27]3[CH3:29])=[O:13])[CH:10]=2)[CH:7]=1, predict the reactants needed to synthesize it. The reactants are: [Br:1][C:2]1[CH:3]=[N:4][C:5]2[N:6]([N:8]=[C:9]([C:11]([OH:13])=O)[CH:10]=2)[CH:7]=1.[O:14]1[CH:18]=[CH:17][C:16]([C:19]2[CH:20]=[CH:21][CH:22]=[C:23]3[C:28]=2[CH:27]([CH3:29])[NH:26][CH2:25][CH2:24]3)=[CH:15]1. (4) Given the product [Cl:11][C:9]1[N:10]=[C:3]2[C:2]([CH:12]=[CH2:13])=[CH:7][CH:6]=[CH:5][N:4]2[N:8]=1, predict the reactants needed to synthesize it. The reactants are: Br[C:2]1[C:3]2[N:4]([N:8]=[C:9]([Cl:11])[N:10]=2)[CH:5]=[CH:6][CH:7]=1.[CH:12]([B-](F)(F)F)=[CH2:13].[K+].ClCCl.C(N(CC)CC)C. (5) Given the product [CH:2]([C:3]1[CH:4]=[CH:5][C:6]([N:9]2[CH2:14][CH2:13][CH:12]([NH:15][C:16](=[O:18])[CH3:17])[CH2:11][CH2:10]2)=[CH:7][CH:8]=1)=[O:1], predict the reactants needed to synthesize it. The reactants are: [OH:1][CH2:2][C:3]1[CH:8]=[CH:7][C:6]([N:9]2[CH2:14][CH2:13][CH:12]([NH:15][C:16](=[O:18])[CH3:17])[CH2:11][CH2:10]2)=[CH:5][CH:4]=1.C[N+]1([O-])CCOCC1. (6) The reactants are: C([O-])(C)(C)C.[K+].[OH:7][NH:8][C:9](=O)[CH3:10].[C:12]12([CH2:22][O:23][C:24]3[C:31]([CH:32]4[CH2:34][CH2:33]4)=[CH:30]C(C#N)=[C:26](F)[CH:25]=3)[CH2:21][CH:16]3[CH2:17][CH:18]([CH2:20][CH:14]([CH2:15]3)[CH2:13]1)[CH2:19]2.O.C[N:38](C=O)C. Given the product [C:12]12([CH2:22][O:23][C:24]3[C:31]([CH:32]4[CH2:34][CH2:33]4)=[CH:30][C:10]4[C:9]([NH2:38])=[N:8][O:7][C:26]=4[CH:25]=3)[CH2:21][CH:16]3[CH2:15][CH:14]([CH2:20][CH:18]([CH2:17]3)[CH2:19]1)[CH2:13]2, predict the reactants needed to synthesize it. (7) Given the product [CH3:16][C:13]1[CH:14]=[C:15]2[C:10](=[CH:11][CH:12]=1)[NH:9][C:8]1[CH:24]([C:23]3[CH:18]=[CH:19][C:20]4[O:28][CH2:27][O:26][C:21]=4[CH:22]=3)[NH:5][CH:4]([C:3]([O:2][CH3:1])=[O:17])[CH2:6][C:7]2=1, predict the reactants needed to synthesize it. The reactants are: [CH3:1][O:2][C:3](=[O:17])[C@H:4]([CH2:6][C:7]1[C:15]2[C:10](=[CH:11][CH:12]=[C:13]([CH3:16])[CH:14]=2)[NH:9][CH:8]=1)[NH2:5].[CH:18]1[C:23]([CH:24]=O)=[CH:22][C:21]2[O:26][CH2:27][O:28][C:20]=2[CH:19]=1.